From a dataset of Full USPTO retrosynthesis dataset with 1.9M reactions from patents (1976-2016). Predict the reactants needed to synthesize the given product. (1) Given the product [Br:2][C:3]1[CH:4]=[CH:5][C:6]2[N:7]([C:9]([CH:12]([CH3:14])[CH3:13])=[N:10][N:11]=2)[CH:8]=1, predict the reactants needed to synthesize it. The reactants are: Cl.[Br:2][C:3]1[CH:4]=[CH:5][C:6]2[N:7]([C:9]([CH:12]([CH3:14])[CH3:13])=[N:10][N:11]=2)[CH:8]=1.O.[OH-].[Na+]. (2) Given the product [Cl:35][C:36]1[CH:37]=[C:38]([C:2]2[CH:7]=[CH:6][C:5]([NH:8][C:9]3[CH:19]=[CH:18][C:12]([C:13]([O:15][CH2:16][CH3:17])=[O:14])=[CH:11][CH:10]=3)=[C:4]([C:20]#[N:21])[CH:3]=2)[CH:39]=[CH:40][C:41]=1[Cl:42], predict the reactants needed to synthesize it. The reactants are: Br[C:2]1[CH:7]=[CH:6][C:5]([NH:8][C:9]2[CH:19]=[CH:18][C:12]([C:13]([O:15][CH2:16][CH3:17])=[O:14])=[CH:11][CH:10]=2)=[C:4]([C:20]#[N:21])[CH:3]=1.C1(C)C=CC=CC=1.C(=O)([O-])[O-].[Na+].[Na+].[Cl:35][C:36]1[CH:37]=[C:38](B(O)O)[CH:39]=[CH:40][C:41]=1[Cl:42]. (3) The reactants are: [H-].[Na+].[OH:3][CH2:4][CH:5]1[CH2:10][CH2:9][N:8]([C:11]([O:13][C:14]([CH3:17])([CH3:16])[CH3:15])=[O:12])[CH2:7][CH2:6]1.Cl[C:19]1[C:24]([NH2:25])=[CH:23][N:22]=[CH:21][N:20]=1. Given the product [NH2:25][C:24]1[C:19]([O:3][CH2:4][CH:5]2[CH2:10][CH2:9][N:8]([C:11]([O:13][C:14]([CH3:17])([CH3:16])[CH3:15])=[O:12])[CH2:7][CH2:6]2)=[N:20][CH:21]=[N:22][CH:23]=1, predict the reactants needed to synthesize it. (4) Given the product [NH2:21][CH2:20][C:10]1[C:9]([CH2:8][N:6]([CH3:7])[CH2:4][CH3:5])=[CH:18][C:17]2[C:12](=[CH:13][CH:14]=[CH:15][C:16]=2[F:19])[N:11]=1, predict the reactants needed to synthesize it. The reactants are: O.NN.[CH2:4]([N:6]([CH2:8][C:9]1[C:10]([CH2:20][N:21]2C(=O)C3C(=CC=CC=3)C2=O)=[N:11][C:12]2[C:17]([CH:18]=1)=[C:16]([F:19])[CH:15]=[CH:14][CH:13]=2)[CH3:7])[CH3:5]. (5) Given the product [CH3:1][O:2][C:3](=[O:17])/[CH:4]=[CH:5]/[C:6]1[CH:11]=[CH:10][C:9]([C@H:12]2[CH2:16][CH2:15][CH2:14][N:13]2[CH2:19][CH2:20][C:21]2[C:22]([CH3:27])=[N:23][NH:24][C:25]=2[CH3:26])=[CH:8][CH:7]=1, predict the reactants needed to synthesize it. The reactants are: [CH3:1][O:2][C:3](=[O:17])/[CH:4]=[CH:5]/[C:6]1[CH:11]=[CH:10][C:9]([C@H:12]2[CH2:16][CH2:15][CH2:14][NH:13]2)=[CH:8][CH:7]=1.Br[CH2:19][CH2:20][C:21]1[C:22]([CH3:27])=[N:23][NH:24][C:25]=1[CH3:26].C(=O)([O-])[O-].[K+].[K+]. (6) The reactants are: [CH3:1][C:2]1[N:3](C(OCC)=O)[C:4](=O)[CH:5]=[C:6]2[CH2:10][N:9]([C:11]3[CH:12]=[N:13][N:14]([CH2:16][C:17]([F:20])([F:19])[F:18])[CH:15]=3)[C:8](=[O:21])[C:7]=12.Cl.P(Cl)(Cl)([Cl:31])=O. Given the product [Cl:31][C:4]1[N:3]=[C:2]([CH3:1])[C:7]2[C:8](=[O:21])[N:9]([C:11]3[CH:12]=[N:13][N:14]([CH2:16][C:17]([F:20])([F:19])[F:18])[CH:15]=3)[CH2:10][C:6]=2[CH:5]=1, predict the reactants needed to synthesize it. (7) Given the product [CH3:1][C@:2]12[C@@:19]3([CH3:20])[C@@H:10]([C@:11]4([CH3:42])[C@@H:16]([CH2:17][CH2:18]3)[C:15]([CH3:21])([CH3:22])[C:14]([C:23]3[CH2:41][C:25]5([CH2:28][C:27]([C:29]([OH:31])=[O:30])([C:35]([OH:37])=[O:36])[CH2:26]5)[CH:24]=3)=[CH:13][CH2:12]4)[CH2:9][CH2:8][C@@H:7]1[C@H:6]1[C@H:43]([C:46]([CH3:48])=[CH2:47])[CH2:44][CH2:45][C@:5]1([NH:49][CH2:50][CH2:51][N:52]1[CH2:53][CH2:54][O:55][CH2:56][CH2:57]1)[CH2:4][CH2:3]2, predict the reactants needed to synthesize it. The reactants are: [CH3:1][C@:2]12[C@@:19]3([CH3:20])[C@@H:10]([C@:11]4([CH3:42])[C@@H:16]([CH2:17][CH2:18]3)[C:15]([CH3:22])([CH3:21])[C:14]([C:23]3[CH2:41][C:25]5([CH2:28][C:27]([C:35]([O:37]C(C)C)=[O:36])([C:29]([O:31]C(C)C)=[O:30])[CH2:26]5)[CH:24]=3)=[CH:13][CH2:12]4)[CH2:9][CH2:8][C@@H:7]1[C@H:6]1[C@H:43]([C:46]([CH3:48])=[CH2:47])[CH2:44][CH2:45][C@:5]1([NH:49][CH2:50][CH2:51][N:52]1[CH2:57][CH2:56][O:55][CH2:54][CH2:53]1)[CH2:4][CH2:3]2.[OH-].[Na+].